The task is: Regression. Given a peptide amino acid sequence and an MHC pseudo amino acid sequence, predict their binding affinity value. This is MHC class I binding data.. This data is from Peptide-MHC class I binding affinity with 185,985 pairs from IEDB/IMGT. (1) The MHC is H-2-Kb with pseudo-sequence H-2-Kb. The binding affinity (normalized) is 0.592. The peptide sequence is INYSALNL. (2) The peptide sequence is AIPPSRSML. The MHC is Mamu-A2601 with pseudo-sequence Mamu-A2601. The binding affinity (normalized) is 0.325. (3) The peptide sequence is NHEGEVNRARYM. The MHC is Mamu-B1001 with pseudo-sequence Mamu-B1001. The binding affinity (normalized) is 0.471.